This data is from NCI-60 drug combinations with 297,098 pairs across 59 cell lines. The task is: Regression. Given two drug SMILES strings and cell line genomic features, predict the synergy score measuring deviation from expected non-interaction effect. (1) Drug 1: CCCCCOC(=O)NC1=NC(=O)N(C=C1F)C2C(C(C(O2)C)O)O. Drug 2: CC12CCC3C(C1CCC2O)C(CC4=C3C=CC(=C4)O)CCCCCCCCCS(=O)CCCC(C(F)(F)F)(F)F. Cell line: SR. Synergy scores: CSS=5.13, Synergy_ZIP=-0.283, Synergy_Bliss=-1.55, Synergy_Loewe=-3.73, Synergy_HSA=-3.08. (2) Synergy scores: CSS=-2.39, Synergy_ZIP=7.94, Synergy_Bliss=2.28, Synergy_Loewe=-3.94, Synergy_HSA=-3.36. Cell line: MALME-3M. Drug 1: COC1=C2C(=CC3=C1OC=C3)C=CC(=O)O2. Drug 2: C1CNP(=O)(OC1)N(CCCl)CCCl.